Predict the product of the given reaction. From a dataset of Forward reaction prediction with 1.9M reactions from USPTO patents (1976-2016). (1) Given the reactants [CH2:1]([C:3]1[CH:8]=[CH:7][C:6]([CH:9]2[CH2:14][N:13]([C:15]([N:17]3[CH2:22][CH2:21][O:20][CH2:19][CH2:18]3)=[O:16])[CH2:12][CH:11]([C:23]([OH:25])=O)[CH2:10]2)=[CH:5][CH:4]=1)[CH3:2].[F:26][C:27]1[CH:32]=[CH:31][CH:30]=[CH:29][C:28]=1[C:33](=[N:35]O)[NH2:34], predict the reaction product. The product is: [CH2:1]([C:3]1[CH:8]=[CH:7][C:6]([CH:9]2[CH2:10][CH:11]([C:23]3[O:25][N:35]=[C:33]([C:28]4[CH:29]=[CH:30][CH:31]=[CH:32][C:27]=4[F:26])[N:34]=3)[CH2:12][N:13]([C:15]([N:17]3[CH2:22][CH2:21][O:20][CH2:19][CH2:18]3)=[O:16])[CH2:14]2)=[CH:5][CH:4]=1)[CH3:2]. (2) Given the reactants [CH2:1]([O:8][CH2:9][CH2:10][NH:11][S:12]([C:15]1[C:20]([Cl:21])=[CH:19][CH:18]=[C:17]([N+:22]([O-])=O)[C:16]=1[OH:25])(=[O:14])=[O:13])[C:2]1[CH:7]=[CH:6][CH:5]=[CH:4][CH:3]=1.S(S([O-])=O)([O-])=O.[Na+].[Na+].Cl, predict the reaction product. The product is: [CH2:1]([O:8][CH2:9][CH2:10][NH:11][S:12]([C:15]1[C:20]([Cl:21])=[CH:19][CH:18]=[C:17]([NH2:22])[C:16]=1[OH:25])(=[O:14])=[O:13])[C:2]1[CH:3]=[CH:4][CH:5]=[CH:6][CH:7]=1. (3) Given the reactants [CH2:1]([N:3]1[C:12]2[C:7](=[CH:8][C:9]([O:23][CH2:24][C:25]3[CH:30]=[CH:29][C:28]([O:31][CH3:32])=[CH:27][CH:26]=3)=[C:10]([O:13][CH2:14][C:15]3[CH:20]=[CH:19][C:18]([O:21][CH3:22])=[CH:17][CH:16]=3)[CH:11]=2)[C:6](=[O:33])[C:5]([CH2:34][OH:35])=[N:4]1)[CH3:2].CC(OI1(OC(C)=O)(OC(C)=O)OC(=O)C2C=CC=CC1=2)=O.C(=O)(O)[O-].[Na+], predict the reaction product. The product is: [CH2:1]([N:3]1[C:12]2[C:7](=[CH:8][C:9]([O:23][CH2:24][C:25]3[CH:26]=[CH:27][C:28]([O:31][CH3:32])=[CH:29][CH:30]=3)=[C:10]([O:13][CH2:14][C:15]3[CH:20]=[CH:19][C:18]([O:21][CH3:22])=[CH:17][CH:16]=3)[CH:11]=2)[C:6](=[O:33])[C:5]([CH:34]=[O:35])=[N:4]1)[CH3:2]. (4) The product is: [CH:30]1[C:31]2[C:35]3[CH:36]=[CH:37][CH:38]=[CH:39][C:34]=3[O:33][C:32]=2[C:27]([B:14]([OH:15])[OH:17])=[CH:28][CH:29]=1. Given the reactants CCCCCC.C([Li])CCC.CO[B:14]([O:17]C)[O:15]C.Cl.CCCCCC.Br[C:27]1[C:32]2[O:33][C:34]3[CH:39]=[CH:38][CH:37]=[CH:36][C:35]=3[C:31]=2[CH:30]=[CH:29][CH:28]=1, predict the reaction product.